From a dataset of Reaction yield outcomes from USPTO patents with 853,638 reactions. Predict the reaction yield, written as a fraction of the theoretical maximum amount of product (1.0 means a 100% yield; for example, 0.34 means a 34% yield). The reactants are F[C:2]1[CH:20]=[CH:19][C:18]([C:21]([F:24])([F:23])[F:22])=[CH:17][C:3]=1[C:4]([NH:6][C:7]1[CH:12]=[CH:11][CH:10]=[C:9]([S:13](=[O:16])(=[O:15])[NH2:14])[CH:8]=1)=[O:5].[Cl:25][C:26]1[CH:31]=[C:30]([F:32])[CH:29]=[CH:28][C:27]=1[OH:33].C(=O)([O-])[O-].[Cs+].[Cs+]. The catalyst is CN(C=O)C. The product is [Cl:25][C:26]1[CH:31]=[C:30]([F:32])[CH:29]=[CH:28][C:27]=1[O:33][C:2]1[CH:20]=[CH:19][C:18]([C:21]([F:24])([F:23])[F:22])=[CH:17][C:3]=1[C:4]([NH:6][C:7]1[CH:12]=[CH:11][CH:10]=[C:9]([S:13](=[O:16])(=[O:15])[NH2:14])[CH:8]=1)=[O:5]. The yield is 0.500.